Task: Regression. Given two drug SMILES strings and cell line genomic features, predict the synergy score measuring deviation from expected non-interaction effect.. Dataset: NCI-60 drug combinations with 297,098 pairs across 59 cell lines Drug 1: C1C(C(OC1N2C=NC3=C(N=C(N=C32)Cl)N)CO)O. Drug 2: CCCCC(=O)OCC(=O)C1(CC(C2=C(C1)C(=C3C(=C2O)C(=O)C4=C(C3=O)C=CC=C4OC)O)OC5CC(C(C(O5)C)O)NC(=O)C(F)(F)F)O. Cell line: DU-145. Synergy scores: CSS=66.4, Synergy_ZIP=2.33, Synergy_Bliss=2.08, Synergy_Loewe=3.37, Synergy_HSA=5.32.